This data is from Catalyst prediction with 721,799 reactions and 888 catalyst types from USPTO. The task is: Predict which catalyst facilitates the given reaction. (1) Reactant: [CH3:1][C:2]1[CH:3]=[CH:4][C:5]([N+:11]([O-:13])=[O:12])=[C:6]([CH:10]=1)[C:7]([OH:9])=[O:8].S(=O)(=O)(O)O.[C:19](OCC)(=O)C.CCCCCC. Product: [CH3:1][C:2]1[CH:3]=[CH:4][C:5]([N+:11]([O-:13])=[O:12])=[C:6]([CH:10]=1)[C:7]([O:9][CH3:19])=[O:8]. The catalyst class is: 5. (2) Reactant: Cl[C:2]1[C:3](=[O:18])[N:4]([CH:15]([CH3:17])[CH3:16])[S:5](=[O:14])(=[O:13])[C:6]=1[C:7]1[CH:12]=[CH:11][CH:10]=[CH:9][CH:8]=1.[N:19]1([C:25]2[CH:30]=[CH:29][C:28]([NH2:31])=[CH:27][CH:26]=2)[CH2:24][CH2:23][CH2:22][CH2:21][CH2:20]1. Product: [CH:15]([N:4]1[C:3](=[O:18])[C:2]([NH:31][C:28]2[CH:27]=[CH:26][C:25]([N:19]3[CH2:24][CH2:23][CH2:22][CH2:21][CH2:20]3)=[CH:30][CH:29]=2)=[C:6]([C:7]2[CH:12]=[CH:11][CH:10]=[CH:9][CH:8]=2)[S:5]1(=[O:14])=[O:13])([CH3:17])[CH3:16]. The catalyst class is: 23. (3) Reactant: [CH2:1](O)[C:2]1[CH:7]=[CH:6][CH:5]=[CH:4][CH:3]=1.[C:9]([NH:17][CH2:18][C@@H:19]([CH2:24][CH:25]([CH3:27])[CH3:26])[CH2:20][C:21]([OH:23])=[O:22])(=[O:16])[C:10]1[CH:15]=[CH:14][CH:13]=[CH:12][CH:11]=1.C1(N=C=NC2CCCCC2)CCCCC1. Product: [C:9]([NH:17][CH2:18][C@@H:19]([CH2:24][CH:25]([CH3:27])[CH3:26])[CH2:20][C:21]([O:23][CH2:1][C:2]1[CH:7]=[CH:6][CH:5]=[CH:4][CH:3]=1)=[O:22])(=[O:16])[C:10]1[CH:15]=[CH:14][CH:13]=[CH:12][CH:11]=1. The catalyst class is: 119. (4) Reactant: C[O:2][C:3]([C@@H:5]1[CH2:9][C@H:8]([N:10]([CH3:19])[C:11]([O:13][CH2:14][C:15]([Cl:18])([Cl:17])[Cl:16])=[O:12])[CH2:7][N:6]1[CH2:20][C:21]1[CH:26]=[CH:25][CH:24]=[CH:23][CH:22]=1)=[O:4].[OH-].[Na+]. The catalyst class is: 87. Product: [CH2:20]([N:6]1[CH2:7][CH:8]([N:10]([CH3:19])[C:11]([O:13][CH2:14][C:15]([Cl:18])([Cl:16])[Cl:17])=[O:12])[CH2:9][CH:5]1[C:3]([OH:4])=[O:2])[C:21]1[CH:22]=[CH:23][CH:24]=[CH:25][CH:26]=1.